From a dataset of Reaction yield outcomes from USPTO patents with 853,638 reactions. Predict the reaction yield, written as a fraction of the theoretical maximum amount of product (1.0 means a 100% yield; for example, 0.34 means a 34% yield). (1) The reactants are O[C:2]1[C:3]([N+:12]([O-:14])=[O:13])=[C:4]([CH:8]=[CH:9][C:10]=1[CH3:11])[C:5]([OH:7])=[O:6].[C:15]([O-])([O-])=O.[K+].[K+].CI.C(Cl)Cl.[CH3:26][OH:27]. The catalyst is CN(C=O)C.O. The product is [CH3:26][O:27][C:2]1[C:3]([N+:12]([O-:14])=[O:13])=[C:4]([CH:8]=[CH:9][C:10]=1[CH3:11])[C:5]([O:7][CH3:15])=[O:6]. The yield is 0.947. (2) The reactants are Br[CH2:2][C:3]([C:5]1[CH:10]=[CH:9][CH:8]=[C:7]([O:11][CH3:12])[CH:6]=1)=O.[CH3:13][O:14][C:15]1[CH:16]=[C:17]([NH:27][C:28]([NH2:30])=[S:29])[CH:18]=[CH:19][C:20]=1[N:21]1[CH:25]=[C:24]([CH3:26])[N:23]=[CH:22]1.C(OCC)C. The catalyst is C(O)C. The product is [CH3:13][O:14][C:15]1[CH:16]=[C:17]([NH:27][C:28]2[S:29][CH:2]=[C:3]([C:5]3[CH:10]=[CH:9][CH:8]=[C:7]([O:11][CH3:12])[CH:6]=3)[N:30]=2)[CH:18]=[CH:19][C:20]=1[N:21]1[CH:25]=[C:24]([CH3:26])[N:23]=[CH:22]1. The yield is 1.00. (3) The reactants are C(NC1C=CC(S([N:14]=[N+:15]=[N-])(=O)=O)=CC=1)(=O)C.[O:17]=[C:18]([CH3:27])[CH2:19][C:20]([O:22][C:23]([CH3:26])([CH3:25])[CH3:24])=[O:21]. The catalyst is CC#N. The product is [N+:14](=[C:19]([C:18](=[O:17])[CH3:27])[C:20]([O:22][C:23]([CH3:26])([CH3:25])[CH3:24])=[O:21])=[N-:15]. The yield is 0.770. (4) The reactants are [C:1]([O:4][CH2:5][C@H:6]([NH:13][S:14]([C:17]1[CH:22]=[CH:21][C:20]([Cl:23])=[CH:19][CH:18]=1)(=[O:16])=[O:15])[C:7]1[CH:12]=[CH:11][CH:10]=[CH:9][CH:8]=1)(=[O:3])[CH3:2].O[CH2:25][C:26]1[CH:35]=[CH:34][C:29]([C:30]([O:32][CH3:33])=[O:31])=[CH:28][CH:27]=1.C1(P(C2C=CC=CC=2)C2C=CC=CC=2)C=CC=CC=1.CC(OC(/N=N/C(OC(C)C)=O)=O)C. The catalyst is ClCCl.C(OCC)(=O)C. The product is [C:1]([O:4][CH2:5][C@H:6]([N:13]([CH2:25][C:26]1[CH:35]=[CH:34][C:29]([C:30]([O:32][CH3:33])=[O:31])=[CH:28][CH:27]=1)[S:14]([C:17]1[CH:22]=[CH:21][C:20]([Cl:23])=[CH:19][CH:18]=1)(=[O:16])=[O:15])[C:7]1[CH:8]=[CH:9][CH:10]=[CH:11][CH:12]=1)(=[O:3])[CH3:2]. The yield is 0.690.